The task is: Predict the reactants needed to synthesize the given product.. This data is from Full USPTO retrosynthesis dataset with 1.9M reactions from patents (1976-2016). (1) The reactants are: [F:1][C:2]1([F:22])[CH2:7][CH2:6][CH:5]([CH2:8][NH:9][C:10]([C:12]2[C:20]3[C:15](=[CH:16][CH:17]=[CH:18][C:19]=3[Cl:21])[NH:14][CH:13]=2)=[O:11])[CH2:4][CH2:3]1.C(OC([N:30]1[CH2:33][CH2:32][C@@H:31]1[CH2:34]O)=O)(C)(C)C.C(O)(C(F)(F)F)=O. Given the product [NH:30]1[CH2:33][CH2:32][C@@H:31]1[CH2:34][N:14]1[C:15]2[C:20](=[C:19]([Cl:21])[CH:18]=[CH:17][CH:16]=2)[C:12]([C:10]([NH:9][CH2:8][CH:5]2[CH2:6][CH2:7][C:2]([F:1])([F:22])[CH2:3][CH2:4]2)=[O:11])=[CH:13]1, predict the reactants needed to synthesize it. (2) The reactants are: C1([C@H](N[C@@H:10]2[CH2:15][CH2:14][N:13]([C:16]([O:18][C:19]([CH3:22])([CH3:21])[CH3:20])=[O:17])[CH2:12][C@H:11]2[C:23]([O:25][CH2:26][CH3:27])=[O:24])C)C=CC=CC=1.CC[O-:30].[Na+]. Given the product [O:30]=[C:10]1[CH2:15][CH2:14][N:13]([C:16]([O:18][C:19]([CH3:22])([CH3:21])[CH3:20])=[O:17])[CH2:12][CH:11]1[C:23]([O:25][CH2:26][CH3:27])=[O:24], predict the reactants needed to synthesize it.